This data is from Retrosynthesis with 50K atom-mapped reactions and 10 reaction types from USPTO. The task is: Predict the reactants needed to synthesize the given product. (1) Given the product CS(=O)(=NC(=O)N1CCOCC1)c1ccc([N+](=O)[O-])cc1, predict the reactants needed to synthesize it. The reactants are: CS(=N)(=O)c1ccc([N+](=O)[O-])cc1.O=C(Cl)N1CCOCC1. (2) The reactants are: CC1CC(c2cncnc2)=CCN1.O=C(O)c1cc2ncc(Cl)cn2n1. Given the product CC1CC(c2cncnc2)=CCN1C(=O)c1cc2ncc(Cl)cn2n1, predict the reactants needed to synthesize it. (3) Given the product CC(C)(C)OC(=O)N(Cc1ccccn1)Cc1ccc(C(=O)O)cn1, predict the reactants needed to synthesize it. The reactants are: COC(=O)c1ccc(CN(Cc2ccccn2)C(=O)OC(C)(C)C)nc1. (4) Given the product CC(C)[Si](Oc1ccc(-n2nc(C(C)(C)C)cc2NC(=O)OCC(Cl)(Cl)Cl)cc1Cl)(C(C)C)C(C)C, predict the reactants needed to synthesize it. The reactants are: CC(C)[Si](Oc1ccc(-n2nc(C(C)(C)C)cc2N)cc1Cl)(C(C)C)C(C)C.O=C(Cl)OCC(Cl)(Cl)Cl. (5) Given the product O=C(Nc1cccc(C(F)(F)F)c1)c1cccc(-c2ccc3ccnc(O)c3c2)c1, predict the reactants needed to synthesize it. The reactants are: O=C(Nc1cccc(C(F)(F)F)c1)c1cccc(B(O)O)c1.Oc1nccc2ccc(Br)cc12. (6) Given the product COc1cc(-c2cc3ncn(C)c3c(O[C@H](C)[C@H]3CNC(=O)C3)n2)ccc1C#N, predict the reactants needed to synthesize it. The reactants are: COc1cc(B(O)O)ccc1C#N.C[C@@H](Oc1nc(Cl)cc2ncn(C)c12)[C@H]1CNC(=O)C1.